From a dataset of Full USPTO retrosynthesis dataset with 1.9M reactions from patents (1976-2016). Predict the reactants needed to synthesize the given product. Given the product [CH2:24]([O:26][C:27]([C:29]1[C:38](=[O:39])[C:37]2[C:32](=[C:33]([C:23]#[C:22][CH2:21][C@H:9]3[CH2:10][C@H:11]([NH:13][C:14]([O:16][C:17]([CH3:20])([CH3:19])[CH3:18])=[O:15])[CH2:12][N:8]3[C:6]([O:5][C:1]([CH3:4])([CH3:3])[CH3:2])=[O:7])[C:34]([F:41])=[C:35]([F:40])[CH:36]=2)[N:31]([CH:50]2[CH2:51][CH2:52]2)[CH:30]=1)=[O:28])[CH3:25], predict the reactants needed to synthesize it. The reactants are: [C:1]([O:5][C:6]([N:8]1[CH2:12][C@@H:11]([NH:13][C:14]([O:16][C:17]([CH3:20])([CH3:19])[CH3:18])=[O:15])[CH2:10][C@@H:9]1[CH2:21][C:22]#[CH:23])=[O:7])([CH3:4])([CH3:3])[CH3:2].[CH2:24]([O:26][C:27]([C:29]1[C:38](=[O:39])[C:37]2[C:32](=[C:33](OS(C(F)(F)F)(=O)=O)[C:34]([F:41])=[C:35]([F:40])[CH:36]=2)[N:31]([CH:50]2[CH2:52][CH2:51]2)[CH:30]=1)=[O:28])[CH3:25].C1(P(C2C=CC=CC=2)C2C=CC=CC=2)C=CC=CC=1.C(N(CC)C(C)C)(C)C.